This data is from Full USPTO retrosynthesis dataset with 1.9M reactions from patents (1976-2016). The task is: Predict the reactants needed to synthesize the given product. Given the product [CH3:11][C:7]1[CH:8]=[CH:9][CH:10]=[C:2]([CH3:1])[C:3]=1[C:4]([NH:52][C@H:51]([C:53]([OH:55])=[O:54])[CH2:50][C:48]1[S:49][C:45]([CH2:44][CH2:43][CH2:42][C:40]2[CH:39]=[CH:38][CH:37]=[C:36]([NH:35][CH3:34])[N:41]=2)=[CH:46][CH:47]=1)=[O:6], predict the reactants needed to synthesize it. The reactants are: [CH3:1][C:2]1[CH:10]=[CH:9][CH:8]=[C:7]([CH3:11])[C:3]=1[C:4]([OH:6])=O.CN(C(ON1N=NC2C=CC=CC1=2)=[N+](C)C)C.[B-](F)(F)(F)F.[CH3:34][NH:35][C:36]1[N:41]=[C:40]([CH2:42][CH2:43][CH2:44][C:45]2[S:49][C:48]([CH2:50][C@@H:51]([C:53]([O:55]C)=[O:54])[NH2:52])=[CH:47][CH:46]=2)[CH:39]=[CH:38][CH:37]=1.